Dataset: Reaction yield outcomes from USPTO patents with 853,638 reactions. Task: Predict the reaction yield, written as a fraction of the theoretical maximum amount of product (1.0 means a 100% yield; for example, 0.34 means a 34% yield). (1) The reactants are [C:1]([O:9][CH2:10][CH3:11])(=[O:8])[CH2:2][C:3]([O:5][CH2:6][CH3:7])=[O:4].[H-].[Na+].[Br:14][C:15]1[CH:16]=[C:17]([Cl:22])[C:18](Cl)=[N:19][CH:20]=1. The catalyst is CN(C=O)C. The product is [Br:14][C:15]1[CH:16]=[C:17]([Cl:22])[C:18]([CH:2]([C:3]([O:5][CH2:6][CH3:7])=[O:4])[C:1]([O:9][CH2:10][CH3:11])=[O:8])=[N:19][CH:20]=1. The yield is 0.520. (2) The reactants are [F:1][C:2]1[CH:7]=[C:6]([I:8])[CH:5]=[CH:4][C:3]=1[NH:9][C:10]1[N:15]2[CH:16]=[N:17][CH:18]=[C:14]2[CH:13]=[N:12][C:11]=1[C:19]([OH:21])=O.[CH3:22][C:23]1([CH3:31])[O:27][C@@H:26]([CH2:28][O:29][NH2:30])[CH2:25][O:24]1.C1C=CC2N(O)N=NC=2C=1.CCN=C=NCCCN(C)C.CN1CCOCC1. The catalyst is CN(C=O)C.C(OCC)(=O)C. The product is [CH3:22][C:23]1([CH3:31])[O:27][C@@H:26]([CH2:28][O:29][NH:30][C:19]([C:11]2[N:12]=[CH:13][C:14]3[N:15]([CH:16]=[N:17][CH:18]=3)[C:10]=2[NH:9][C:3]2[CH:4]=[CH:5][C:6]([I:8])=[CH:7][C:2]=2[F:1])=[O:21])[CH2:25][O:24]1. The yield is 0.548. (3) The reactants are [F:1][C:2]1[CH:7]=[C:6]([F:8])[CH:5]=[CH:4][C:3]=1[N:9]1[CH:13]=[N:12][CH:11]=[N:10]1.C([Li])CCC.[Cl:19]C(Cl)(Cl)C(Cl)(Cl)Cl. The catalyst is C1COCC1. The product is [Cl:19][C:13]1[N:9]([C:3]2[CH:4]=[CH:5][C:6]([F:8])=[CH:7][C:2]=2[F:1])[N:10]=[CH:11][N:12]=1. The yield is 0.660. (4) The reactants are [C:1]([C:3]1[CH:4]=[C:5]2[C:10](=[CH:11][CH:12]=1)[C:8](=[O:9])[O:7][CH2:6]2)#[N:2].[NH2:13][OH:14]. The catalyst is CCO. The product is [OH:14][N:13]=[C:1]([C:3]1[CH:4]=[C:5]2[C:10](=[CH:11][CH:12]=1)[C:8](=[O:9])[O:7][CH2:6]2)[NH2:2]. The yield is 0.862. (5) The reactants are [Cl:1][C:2]1[C:7]([N+:8]([O-:10])=[O:9])=[C:6](Cl)[CH:5]=[C:4]([CH3:12])[N:3]=1.[C:13]([O:17][C:18](=[O:29])[NH:19][CH2:20][CH2:21][C:22]1[CH:27]=[CH:26][C:25]([NH2:28])=[CH:24][CH:23]=1)([CH3:16])([CH3:15])[CH3:14]. The catalyst is C(N(CC)C(C)C)(C)C. The product is [Cl:1][C:2]1[C:7]([N+:8]([O-:10])=[O:9])=[C:6]([NH:28][C:25]2[CH:24]=[CH:23][C:22]([CH2:21][CH2:20][NH:19][C:18](=[O:29])[O:17][C:13]([CH3:15])([CH3:14])[CH3:16])=[CH:27][CH:26]=2)[CH:5]=[C:4]([CH3:12])[N:3]=1. The yield is 0.160.